Dataset: Full USPTO retrosynthesis dataset with 1.9M reactions from patents (1976-2016). Task: Predict the reactants needed to synthesize the given product. (1) The reactants are: [NH2:1][C:2]1[CH:3]=[C:4]([N:11]2[CH2:16][CH2:15][N:14]([C:17]([O:19][C:20]([CH3:23])([CH3:22])[CH3:21])=[O:18])[CH2:13][CH2:12]2)[C:5]2[O:9][CH:8]=[CH:7][C:6]=2[CH:10]=1.[Cl:24][C:25]1[CH:30]=[CH:29][CH:28]=[CH:27][C:26]=1[S:31](Cl)(=[O:33])=[O:32].N1C=CC=CC=1. Given the product [Cl:24][C:25]1[CH:30]=[CH:29][CH:28]=[CH:27][C:26]=1[S:31]([NH:1][C:2]1[CH:3]=[C:4]([N:11]2[CH2:16][CH2:15][N:14]([C:17]([O:19][C:20]([CH3:23])([CH3:22])[CH3:21])=[O:18])[CH2:13][CH2:12]2)[C:5]2[O:9][CH:8]=[CH:7][C:6]=2[CH:10]=1)(=[O:33])=[O:32], predict the reactants needed to synthesize it. (2) Given the product [Cl:18][C:19]1[CH:24]=[C:23]([Cl:25])[CH:22]=[CH:21][C:20]=1[C:8]1[CH:9]=[C:10]([CH:15]=[CH:16][N:17]=1)[C:11]([O:13][CH3:14])=[O:12], predict the reactants needed to synthesize it. The reactants are: C(=O)([O-])[O-].[K+].[K+].Cl[C:8]1[CH:9]=[C:10]([CH:15]=[CH:16][N:17]=1)[C:11]([O:13][CH3:14])=[O:12].[Cl:18][C:19]1[CH:24]=[C:23]([Cl:25])[CH:22]=[CH:21][C:20]=1B(O)O.CO. (3) Given the product [CH3:11][O:10][C:3]1[C:2]([C:15]2[CH:16]=[CH:17][N:12]=[CH:13][CH:14]=2)=[CH:9][CH:8]=[CH:7][C:4]=1[C:5]#[N:6], predict the reactants needed to synthesize it. The reactants are: Br[C:2]1[C:3]([O:10][CH3:11])=[C:4]([CH:7]=[CH:8][CH:9]=1)[C:5]#[N:6].[N:12]1[CH:17]=[CH:16][C:15](B(O)O)=[CH:14][CH:13]=1.C([O-])([O-])=O.[Na+].[Na+].